Dataset: Full USPTO retrosynthesis dataset with 1.9M reactions from patents (1976-2016). Task: Predict the reactants needed to synthesize the given product. (1) The reactants are: NC1C=CC(F)=CC=1C(NC)=O.[F:13][C:14]1[CH:19]=[CH:18][CH:17]=[C:16]([N+:20]([O-])=O)[C:15]=1[O:23][CH3:24]. Given the product [CH3:24][O:23][C:15]1[C:14]([F:13])=[CH:19][CH:18]=[CH:17][C:16]=1[NH2:20], predict the reactants needed to synthesize it. (2) Given the product [Br:1][C:2]1[CH:3]=[C:4]([N:8]([CH2:9][C:10]2[CH:15]=[CH:14][CH:13]=[C:12]([O:16][CH3:17])[CH:11]=2)[CH3:20])[CH:5]=[N:6][CH:7]=1, predict the reactants needed to synthesize it. The reactants are: [Br:1][C:2]1[CH:3]=[C:4]([NH:8][CH2:9][C:10]2[CH:15]=[CH:14][CH:13]=[C:12]([O:16][CH3:17])[CH:11]=2)[CH:5]=[N:6][CH:7]=1.[H-].[Na+].[CH3:20]I. (3) Given the product [ClH:48].[Cl:48][C:46]1[CH:45]=[CH:44][C:42]2[N:43]=[C:39]([C:37]3[CH:36]=[CH:35][C:34]([F:49])=[C:33]([C@:30]4([CH3:32])[C:29]([F:50])([F:51])[C:28]([CH3:53])([CH3:52])[O:27][CH2:26][C:25]([NH2:24])=[N:31]4)[CH:38]=3)[O:40][C:41]=2[CH:47]=1, predict the reactants needed to synthesize it. The reactants are: COC1C=CC(C([NH:24][C:25]2[CH2:26][O:27][C:28]([CH3:53])([CH3:52])[C:29]([F:51])([F:50])[C@:30]([C:33]3[CH:38]=[C:37]([C:39]4[O:40][C:41]5[CH:47]=[C:46]([Cl:48])[CH:45]=[CH:44][C:42]=5[N:43]=4)[CH:36]=[CH:35][C:34]=3[F:49])([CH3:32])[N:31]=2)(C2C=CC(OC)=CC=2)C2C=CC=CC=2)=CC=1.FC(F)(F)C(O)=O.Cl. (4) Given the product [C:16]([C:15]1[C:14](=[O:13])[NH:25][C:23]([NH:22][CH:19]2[CH2:21][CH2:20]2)=[N:24][C:6]=1[C:5]1[CH:8]=[CH:9][CH:10]=[C:3]([C:1]#[N:2])[CH:4]=1)#[N:17], predict the reactants needed to synthesize it. The reactants are: [C:1]([C:3]1[CH:4]=[C:5]([CH:8]=[CH:9][CH:10]=1)[CH:6]=O)#[N:2].C([O:13][C:14](=O)[CH2:15][C:16]#[N:17])C.[CH:19]1([NH:22][C:23]([NH2:25])=[NH:24])[CH2:21][CH2:20]1.Cl.C(=O)([O-])[O-].[K+].[K+]. (5) Given the product [NH2:25][N:26]1[CH2:31][CH2:30][CH:29]([N:12]2[C:8]([CH3:7])=[C:9]([C:13](=[O:17])[CH2:14][CH2:15][CH3:16])[CH:10]=[N:11]2)[CH2:28][CH2:27]1, predict the reactants needed to synthesize it. The reactants are: CC(C)([O-])C.[K+].[CH3:7][C:8]1[NH:12][N:11]=[CH:10][C:9]=1[C:13](=[O:17])[CH2:14][CH2:15][CH3:16].C(OC([NH:25][N:26]1[CH2:31][CH2:30][CH:29](OS(C)(=O)=O)[CH2:28][CH2:27]1)=O)(C)(C)C. (6) Given the product [CH3:11][CH:10]([NH:9][C:7]([C:5]1[N:6]=[C:2]([N:14]2[CH2:15][CH2:16][CH:17]([N:20]3[C:25]4[CH:26]=[CH:27][CH:28]=[CH:29][C:24]=4[CH2:23][O:22][C:21]3=[O:30])[CH2:18][CH2:19]2)[S:3][CH:4]=1)=[O:8])[CH3:12], predict the reactants needed to synthesize it. The reactants are: Br[C:2]1[S:3][CH:4]=[C:5]([C:7]([NH:9][CH:10]([CH3:12])[CH3:11])=[O:8])[N:6]=1.Cl.[NH:14]1[CH2:19][CH2:18][CH:17]([N:20]2[C:25]3[CH:26]=[CH:27][CH:28]=[CH:29][C:24]=3[CH2:23][O:22][C:21]2=[O:30])[CH2:16][CH2:15]1. (7) Given the product [Cl:1][C:2]1[CH:14]=[C:13]([Cl:15])[C:12]([O:16][C:17]2[N:21]([CH3:22])[N:20]=[C:19]([CH3:23])[C:18]=2/[CH:24]=[N:27]/[NH2:28])=[CH:11][C:3]=1[O:4][C@@H:5]([CH3:10])[C:6]([O:8][CH3:9])=[O:7], predict the reactants needed to synthesize it. The reactants are: [Cl:1][C:2]1[CH:14]=[C:13]([Cl:15])[C:12]([O:16][C:17]2[N:21]([CH3:22])[N:20]=[C:19]([CH3:23])[C:18]=2[CH:24]=O)=[CH:11][C:3]=1[O:4][C@@H:5]([CH3:10])[C:6]([O:8][CH3:9])=[O:7].O.[NH2:27][NH2:28]. (8) Given the product [Cl:1][C:2]1[C:3]([F:31])=[C:4]([CH:28]=[CH:29][CH:30]=1)[C:5]([N:7]1[CH2:12][CH2:11][N:10]([CH2:13][C:14]2[N:21]=[C:20]([NH:22][C:23]3[S:24][CH:25]=[CH:26][N:27]=3)[CH:19]=[C:16]([C:17]3[NH:40][N:39]=[CH:37][N:18]=3)[CH:15]=2)[CH2:9][CH2:8]1)=[O:6], predict the reactants needed to synthesize it. The reactants are: [Cl:1][C:2]1[C:3]([F:31])=[C:4]([CH:28]=[CH:29][CH:30]=1)[C:5]([N:7]1[CH2:12][CH2:11][N:10]([CH2:13][C:14]2[CH:15]=[C:16]([CH:19]=[C:20]([NH:22][C:23]3[S:24][CH:25]=[CH:26][N:27]=3)[N:21]=2)[C:17]#[N:18])[CH2:9][CH2:8]1)=[O:6].C[O-].[Na+].CO.[CH:37]([NH:39][NH2:40])=O. (9) Given the product [CH:27]1[C:15]2[CH2:14][C:13]3([CH2:28][CH2:29][CH:11]([N:8]4[CH2:9][CH2:10][CH:5]([CH2:4][C:3]([OH:30])=[O:2])[CH2:6][CH2:7]4)[CH2:12]3)[C:19]3[CH:20]=[CH:21][CH:22]=[CH:23][C:18]=3[CH2:17][C:16]=2[CH:24]=[CH:25][CH:26]=1, predict the reactants needed to synthesize it. The reactants are: C[O:2][C:3](=[O:30])[CH2:4][CH:5]1[CH2:10][CH2:9][N:8]([CH:11]2[CH2:29][CH2:28][C:13]3([C:19]4[CH:20]=[CH:21][CH:22]=[CH:23][C:18]=4[CH2:17][C:16]4[CH:24]=[CH:25][CH:26]=[CH:27][C:15]=4[CH2:14]3)[CH2:12]2)[CH2:7][CH2:6]1.[OH-].[K+]. (10) Given the product [Cl:1][C:2]1[CH:9]=[CH:8][CH:7]=[C:6]([C:10]([F:11])([F:12])[F:13])[C:3]=1[CH:4]([OH:5])[CH3:14], predict the reactants needed to synthesize it. The reactants are: [Cl:1][C:2]1[CH:9]=[CH:8][CH:7]=[C:6]([C:10]([F:13])([F:12])[F:11])[C:3]=1[CH:4]=[O:5].[CH3:14][Mg]Br.CCOCC.[NH4+].[Cl-].